From a dataset of NCI-60 drug combinations with 297,098 pairs across 59 cell lines. Regression. Given two drug SMILES strings and cell line genomic features, predict the synergy score measuring deviation from expected non-interaction effect. (1) Drug 1: C1CCN(CC1)CCOC2=CC=C(C=C2)C(=O)C3=C(SC4=C3C=CC(=C4)O)C5=CC=C(C=C5)O. Drug 2: C1=NC2=C(N1)C(=S)N=CN2. Cell line: COLO 205. Synergy scores: CSS=13.9, Synergy_ZIP=3.25, Synergy_Bliss=9.48, Synergy_Loewe=-7.16, Synergy_HSA=-0.275. (2) Drug 1: CC(C1=C(C=CC(=C1Cl)F)Cl)OC2=C(N=CC(=C2)C3=CN(N=C3)C4CCNCC4)N. Drug 2: COCCOC1=C(C=C2C(=C1)C(=NC=N2)NC3=CC=CC(=C3)C#C)OCCOC.Cl. Synergy scores: CSS=11.1, Synergy_ZIP=-2.76, Synergy_Bliss=5.05, Synergy_Loewe=2.66, Synergy_HSA=4.24. Cell line: MCF7.